Dataset: Full USPTO retrosynthesis dataset with 1.9M reactions from patents (1976-2016). Task: Predict the reactants needed to synthesize the given product. (1) Given the product [NH2:47][C:45]1[N:44]=[CH:43][N:42]=[C:41]2[N:40]([C@@H:48]3[CH2:52][CH2:51][N:50]([C:63](=[O:64])/[CH:62]=[CH:61]/[CH2:59][N:55]([CH2:56][CH2:58][O:8][CH3:4])[CH3:54])[CH2:49]3)[N:39]=[C:38]([C:35]3[CH:34]=[CH:33][C:32]([O:25][C:26]4[CH:31]=[CH:30][CH:29]=[CH:28][CH:27]=4)=[CH:37][CH:36]=3)[C:46]=12, predict the reactants needed to synthesize it. The reactants are: CN([C:4]([O:8]N1N=NC2C=CC=NC1=2)=[N+](C)C)C.F[P-](F)(F)(F)(F)F.[O:25]([C:32]1[CH:37]=[CH:36][C:35]([C:38]2[C:46]3[C:41](=[N:42][CH:43]=[N:44][C:45]=3[NH2:47])[N:40]([C@@H:48]3[CH2:52][CH2:51][NH:50][CH2:49]3)[N:39]=2)=[CH:34][CH:33]=1)[C:26]1[CH:31]=[CH:30][CH:29]=[CH:28][CH:27]=1.C[CH2:54][N:55]([CH:59]([CH3:61])C)[CH:56]([CH3:58])C.[CH3:62][C:63](N(C)C)=[O:64]. (2) The reactants are: [CH3:1][C:2]1[N:24]=[C:5]2[N:6]=[C:7]([C:16]3[CH:23]=[CH:22][C:19]([CH:20]=O)=[CH:18][CH:17]=3)[C:8]([C:10]3[CH:15]=[CH:14][CH:13]=[CH:12][CH:11]=3)=[CH:9][N:4]2[N:3]=1.Cl.[F:26][C:27]1[CH:28]=[CH:29][C:30]2[N:34]=[C:33]([CH:35]3[CH2:40][CH2:39][NH:38][CH2:37][CH2:36]3)[NH:32][C:31]=2[CH:41]=1.[BH-](OC(C)=O)(OC(C)=O)OC(C)=O.[Na+]. Given the product [F:26][C:27]1[CH:28]=[CH:29][C:30]2[N:34]=[C:33]([CH:35]3[CH2:36][CH2:37][N:38]([CH2:20][C:19]4[CH:22]=[CH:23][C:16]([C:7]5[C:8]([C:10]6[CH:15]=[CH:14][CH:13]=[CH:12][CH:11]=6)=[CH:9][N:4]6[N:3]=[C:2]([CH3:1])[N:24]=[C:5]6[N:6]=5)=[CH:17][CH:18]=4)[CH2:39][CH2:40]3)[NH:32][C:31]=2[CH:41]=1, predict the reactants needed to synthesize it. (3) Given the product [C:1]([CH:3]([C:5]1[CH:6]=[C:7]([CH:11]=[CH:12][CH:13]=1)[C:8]([NH:25][C:26]1[CH:27]=[CH:28][C:29]([O:48][CH3:49])=[C:30]([O:31][C:32]2[CH:33]=[CH:34][C:35]3[N:36]([CH:38]=[C:39]([NH:41][C:42]([CH:44]4[CH2:46][CH2:45]4)=[O:43])[N:40]=3)[N:37]=2)[CH:47]=1)=[O:10])[CH3:4])#[N:2], predict the reactants needed to synthesize it. The reactants are: [C:1]([CH:3]([C:5]1[CH:6]=[C:7]([CH:11]=[CH:12][CH:13]=1)[C:8]([OH:10])=O)[CH3:4])#[N:2].C(Cl)(=O)C(Cl)=O.O1CCCC1.[NH2:25][C:26]1[CH:27]=[CH:28][C:29]([O:48][CH3:49])=[C:30]([CH:47]=1)[O:31][C:32]1[CH:33]=[CH:34][C:35]2[N:36]([CH:38]=[C:39]([NH:41][C:42]([CH:44]3[CH2:46][CH2:45]3)=[O:43])[N:40]=2)[N:37]=1. (4) The reactants are: [CH3:1][O:2][C:3](=[O:12])[C:4]1[CH:9]=[CH:8][C:7]([NH2:10])=[C:6]([OH:11])[CH:5]=1.[Cl:13][C:14]1[CH:21]=[CH:20][CH:19]=[C:18]([Cl:22])[C:15]=1[CH:16]=O. Given the product [CH3:1][O:2][C:3]([C:4]1[CH:9]=[CH:8][C:7]2[N:10]=[C:16]([C:15]3[C:14]([Cl:13])=[CH:21][CH:20]=[CH:19][C:18]=3[Cl:22])[O:11][C:6]=2[CH:5]=1)=[O:12], predict the reactants needed to synthesize it. (5) Given the product [CH:25]1([CH2:28][O:29][C:30]2[CH:31]=[C:32]([C:36]3[C:44]4[C:39](=[CH:40][CH:41]=[C:42]([O:8][S:1]([C:4]([F:7])([F:6])[F:5])(=[O:3])=[O:2])[CH:43]=4)[N:38]([CH2:46][C:47]4[CH:52]=[CH:51][CH:50]=[C:49]([O:53][CH3:54])[CH:48]=4)[C:37]=3[C:55]([O:57][CH2:58][CH3:59])=[O:56])[CH:33]=[CH:34][CH:35]=2)[CH2:27][CH2:26]1, predict the reactants needed to synthesize it. The reactants are: [S:1]([O:8]S(C(F)(F)F)(=O)=O)([C:4]([F:7])([F:6])[F:5])(=[O:3])=[O:2].CN(C1C=CC=CN=1)C.[CH:25]1([CH2:28][O:29][C:30]2[CH:31]=[C:32]([C:36]3[C:44]4[C:39](=[CH:40][CH:41]=[C:42](O)[CH:43]=4)[N:38]([CH2:46][C:47]4[CH:52]=[CH:51][CH:50]=[C:49]([O:53][CH3:54])[CH:48]=4)[C:37]=3[C:55]([O:57][CH2:58][CH3:59])=[O:56])[CH:33]=[CH:34][CH:35]=2)[CH2:27][CH2:26]1. (6) The reactants are: [Cl:1][C:2]1[CH:7]=[C:6]([Cl:8])[CH:5]=[CH:4][C:3]=1[C:9]1[N:10]=[C:11](/[CH:16]=[CH:17]/[C:18]2[CH:23]=[CH:22][C:21]([OH:24])=[CH:20][CH:19]=2)[N:12]([CH2:14][CH3:15])[CH:13]=1.I[C:26]1[CH:36]=[CH:35][C:29]([C:30]([O:32]CC)=[O:31])=[CH:28][CH:27]=1. Given the product [Cl:1][C:2]1[CH:7]=[C:6]([Cl:8])[CH:5]=[CH:4][C:3]=1[C:9]1[N:10]=[C:11](/[CH:16]=[CH:17]/[C:18]2[CH:19]=[CH:20][C:21]([O:24][C:26]3[CH:36]=[CH:35][C:29]([C:30]([OH:32])=[O:31])=[CH:28][CH:27]=3)=[CH:22][CH:23]=2)[N:12]([CH2:14][CH3:15])[CH:13]=1, predict the reactants needed to synthesize it. (7) Given the product [I:18][CH2:2][CH2:3][CH2:4][S:5]([C:8]1[CH:17]=[CH:16][C:11]2[N:12]=[C:13]([NH2:15])[S:14][C:10]=2[CH:9]=1)(=[O:7])=[O:6], predict the reactants needed to synthesize it. The reactants are: Cl[CH2:2][CH2:3][CH2:4][S:5]([C:8]1[CH:17]=[CH:16][C:11]2[N:12]=[C:13]([NH2:15])[S:14][C:10]=2[CH:9]=1)(=[O:7])=[O:6].[I-:18].[Na+]. (8) Given the product [CH3:3][C:4]1[C:8]2[CH:9]=[CH:10][C:11]([O:13][CH3:14])=[CH:12][C:7]=2[S:6][C:5]=1[C:15]([CH2:16][CH2:17][CH2:18][CH3:19])=[CH:29][C:30]([O:31][CH2:32][CH3:28])=[O:23], predict the reactants needed to synthesize it. The reactants are: [H-].[Na+].[CH3:3][C:4]1[C:8]2[CH:9]=[CH:10][C:11]([O:13][CH3:14])=[CH:12][C:7]=2[S:6][C:5]=1[C:15](=O)[CH2:16][CH2:17][CH2:18][CH3:19].O.C(=O)([O-])[O-:23].[Na+].[Na+].[CH2:28]1[CH2:32][O:31][CH2:30][CH2:29]1. (9) Given the product [CH2:22]([N:3]1[C:4](=[O:21])[C:5]2[C:10]([C:11]3[C:16]([CH3:17])=[CH:15][C:14]([CH3:18])=[CH:13][C:12]=3[CH3:19])=[CH:9][N:8]([CH3:20])[C:6]=2[N:7]=[C:2]1[NH:1][CH2:31][CH2:32][CH3:33])[CH3:23], predict the reactants needed to synthesize it. The reactants are: [NH2:1][C:2]1[N:3]([CH2:22][CH3:23])[C:4](=[O:21])[C:5]2[C:10]([C:11]3[C:16]([CH3:17])=[CH:15][C:14]([CH3:18])=[CH:13][C:12]=3[CH3:19])=[CH:9][N:8]([CH3:20])[C:6]=2[N:7]=1.CN(C)C=O.[H-].[Na+].[CH2:31](I)[CH2:32][CH3:33]. (10) Given the product [NH2:1][C:2]1[C:6]2[C:7](=[O:21])[N:8]([C:12]3[C:19]([F:20])=[CH:18][CH:17]=[CH:16][C:13]=3[C:14]#[N:15])[CH:9]=[C:10]([C:25]3[CH:26]=[CH:27][N:23]([CH3:22])[N:24]=3)[C:5]=2[NH:4][N:3]=1, predict the reactants needed to synthesize it. The reactants are: [NH2:1][C:2]1[C:6]2[C:7](=[O:21])[N:8]([C:12]3[C:19]([F:20])=[CH:18][CH:17]=[CH:16][C:13]=3[C:14]#[N:15])[CH:9]=[C:10](Br)[C:5]=2[NH:4][N:3]=1.[CH3:22][N:23]1[CH:27]=[CH:26][C:25](B2OC(C)(C)C(C)(C)O2)=[N:24]1.C(=O)([O-])[O-].[Na+].[Na+].CN(C)C=O.